Task: Regression. Given two drug SMILES strings and cell line genomic features, predict the synergy score measuring deviation from expected non-interaction effect.. Dataset: NCI-60 drug combinations with 297,098 pairs across 59 cell lines (1) Drug 1: C1=CC(=CC=C1C#N)C(C2=CC=C(C=C2)C#N)N3C=NC=N3. Drug 2: CC1=C(C=C(C=C1)NC(=O)C2=CC=C(C=C2)CN3CCN(CC3)C)NC4=NC=CC(=N4)C5=CN=CC=C5. Cell line: MDA-MB-435. Synergy scores: CSS=0.864, Synergy_ZIP=7.39, Synergy_Bliss=1.03, Synergy_Loewe=0.842, Synergy_HSA=-0.839. (2) Drug 1: C1=C(C(=O)NC(=O)N1)F. Drug 2: C1=CC(=CC=C1CCCC(=O)O)N(CCCl)CCCl. Cell line: HS 578T. Synergy scores: CSS=47.0, Synergy_ZIP=2.28, Synergy_Bliss=3.40, Synergy_Loewe=1.46, Synergy_HSA=9.03. (3) Drug 1: CNC(=O)C1=CC=CC=C1SC2=CC3=C(C=C2)C(=NN3)C=CC4=CC=CC=N4. Drug 2: CS(=O)(=O)C1=CC(=C(C=C1)C(=O)NC2=CC(=C(C=C2)Cl)C3=CC=CC=N3)Cl. Cell line: HCT116. Synergy scores: CSS=7.62, Synergy_ZIP=-3.56, Synergy_Bliss=-0.969, Synergy_Loewe=-5.22, Synergy_HSA=-1.85. (4) Drug 1: CC1CCC2CC(C(=CC=CC=CC(CC(C(=O)C(C(C(=CC(C(=O)CC(OC(=O)C3CCCCN3C(=O)C(=O)C1(O2)O)C(C)CC4CCC(C(C4)OC)O)C)C)O)OC)C)C)C)OC. Drug 2: COCCOC1=C(C=C2C(=C1)C(=NC=N2)NC3=CC=CC(=C3)C#C)OCCOC.Cl. Cell line: CCRF-CEM. Synergy scores: CSS=29.3, Synergy_ZIP=-6.90, Synergy_Bliss=-0.330, Synergy_Loewe=-52.8, Synergy_HSA=-1.32. (5) Synergy scores: CSS=7.93, Synergy_ZIP=-5.79, Synergy_Bliss=-3.35, Synergy_Loewe=-19.6, Synergy_HSA=-6.75. Drug 1: CC1=C(C=C(C=C1)NC2=NC=CC(=N2)N(C)C3=CC4=NN(C(=C4C=C3)C)C)S(=O)(=O)N.Cl. Drug 2: C1=NC2=C(N1)C(=S)N=C(N2)N. Cell line: MDA-MB-435. (6) Drug 1: CN1C(=O)N2C=NC(=C2N=N1)C(=O)N. Drug 2: C1CC(=O)NC(=O)C1N2C(=O)C3=CC=CC=C3C2=O. Cell line: SNB-75. Synergy scores: CSS=4.44, Synergy_ZIP=-0.949, Synergy_Bliss=-0.381, Synergy_Loewe=-1.83, Synergy_HSA=-1.15. (7) Drug 1: C1CCC(C1)C(CC#N)N2C=C(C=N2)C3=C4C=CNC4=NC=N3. Drug 2: CC1C(C(CC(O1)OC2CC(CC3=C2C(=C4C(=C3O)C(=O)C5=C(C4=O)C(=CC=C5)OC)O)(C(=O)CO)O)N)O.Cl. Cell line: SNB-19. Synergy scores: CSS=38.9, Synergy_ZIP=1.74, Synergy_Bliss=0.219, Synergy_Loewe=-31.3, Synergy_HSA=-1.56.